From a dataset of Catalyst prediction with 721,799 reactions and 888 catalyst types from USPTO. Predict which catalyst facilitates the given reaction. (1) The catalyst class is: 6. Product: [I:18][C:5]1[CH:6]=[C:7]([CH:11]=[CH:12][C:4]=1[CH:1]([CH3:3])[CH3:2])[C:8]([OH:10])=[O:9]. Reactant: [CH:1]([C:4]1[CH:12]=[CH:11][C:7]([C:8]([OH:10])=[O:9])=[CH:6][CH:5]=1)([CH3:3])[CH3:2].S(=O)(=O)(O)O.[I:18]I. (2) Reactant: [CH3:1][CH:2]([CH2:12][C:13]([O:15]CC)=O)[C@@H:3]([C:5]([O:7][C:8]([CH3:11])([CH3:10])[CH3:9])=[O:6])[NH2:4]. Product: [CH3:1][CH:2]1[CH2:12][C:13](=[O:15])[NH:4][C@@H:3]1[C:5]([O:7][C:8]([CH3:11])([CH3:10])[CH3:9])=[O:6]. The catalyst class is: 11. (3) Reactant: [O:1]1[CH2:6][CH2:5][CH:4]([C:7]([O:9][CH2:10][C:11]2[CH:16]=[CH:15][CH:14]=[CH:13][CH:12]=2)=[O:8])[CH2:3][CH2:2]1.C[Si]([N-][Si](C)(C)C)(C)C.[Li+].[F:27]N(S(C1C=CC=CC=1)(=O)=O)S(C1C=CC=CC=1)(=O)=O.[Cl-].[NH4+]. Product: [F:27][C:4]1([C:7]([O:9][CH2:10][C:11]2[CH:12]=[CH:13][CH:14]=[CH:15][CH:16]=2)=[O:8])[CH2:3][CH2:2][O:1][CH2:6][CH2:5]1. The catalyst class is: 20. (4) Product: [Cl:14][C:4]1[N:3]=[C:2]([NH:15][C:16]2[NH:17][N:18]=[C:19]([CH3:21])[CH:20]=2)[CH:7]=[C:6]([N:8]2[CH2:12][CH2:11][C@H:10]([F:13])[CH2:9]2)[CH:5]=1. Reactant: Cl[C:2]1[CH:7]=[C:6]([N:8]2[CH2:12][CH2:11][C@H:10]([F:13])[CH2:9]2)[CH:5]=[C:4]([Cl:14])[N:3]=1.[NH2:15][C:16]1[CH:20]=[C:19]([CH3:21])[N:18](C(OC(C)(C)C)=O)[N:17]=1.CC1(C)C2C(=C(P(C3C=CC=CC=3)C3C=CC=CC=3)C=CC=2)OC2C(P(C3C=CC=CC=3)C3C=CC=CC=3)=CC=CC1=2.C(=O)([O-])[O-].[Na+].[Na+]. The catalyst class is: 62. (5) Reactant: Cl[C:2]1[N:11]=[C:10]([NH:12][CH2:13][CH:14]([C:21]2[CH:26]=[CH:25][CH:24]=[CH:23][CH:22]=2)[C:15]2[CH:20]=[CH:19][CH:18]=[CH:17][CH:16]=2)[C:9]2[C:4](=[CH:5][CH:6]=[CH:7][CH:8]=2)[N:3]=1.[N:27]1[C:36]2[C:31](=[CH:32][CH:33]=[CH:34][C:35]=2B(O)O)[CH:30]=[CH:29][CH:28]=1.N1C=CN2C=C(C3N=C(NCC(C4C=CC=CC=4)C4NC=CC=4)C4C(=CC=CC=4)N=3)C=CC=12. Product: [C:15]1([CH:14]([C:21]2[CH:26]=[CH:25][CH:24]=[CH:23][CH:22]=2)[CH2:13][NH:12][C:10]2[C:9]3[C:4](=[CH:5][CH:6]=[CH:7][CH:8]=3)[N:3]=[C:2]([C:35]3[CH:34]=[CH:33][CH:32]=[C:31]4[C:36]=3[N:27]=[CH:28][CH:29]=[CH:30]4)[N:11]=2)[CH:20]=[CH:19][CH:18]=[CH:17][CH:16]=1. The catalyst class is: 25. (6) Reactant: [CH3:1][NH:2][C:3]1[CH:10]=[CH:9][C:6]([O:7][CH3:8])=[CH:5][CH:4]=1.C(N(C(C)C)C(C)C)C.[CH3:20][O:21][CH2:22][CH2:23]Br. Product: [CH3:20][O:21][CH2:22][CH2:23][N:2]([C:3]1[CH:10]=[CH:9][C:6]([O:7][CH3:8])=[CH:5][CH:4]=1)[CH3:1]. The catalyst class is: 10. (7) Reactant: [C:1](O)(=[O:3])[CH3:2].Cl.[NH2:6][C:7]1[CH:30]=[CH:29][CH:28]=[CH:27][C:8]=1[C:9]([NH:11][C:12]1[CH:17]=[CH:16][C:15]([N:18]2[CH:24]3[CH2:25][CH2:26][N:21]([CH2:22][CH2:23]3)[CH2:20][CH2:19]2)=[CH:14][CH:13]=1)=[O:10].C([O-])(=O)C.[Na+].C(=O)(O)[O-].[Na+]. Product: [C:1]([NH:6][C:7]1[CH:30]=[CH:29][CH:28]=[CH:27][C:8]=1[C:9]([NH:11][C:12]1[CH:13]=[CH:14][C:15]([N:18]2[CH:24]3[CH2:25][CH2:26][N:21]([CH2:22][CH2:23]3)[CH2:20][CH2:19]2)=[CH:16][CH:17]=1)=[O:10])(=[O:3])[CH3:2]. The catalyst class is: 6.